This data is from Experimental lipophilicity measurements (octanol/water distribution) for 4,200 compounds from AstraZeneca. The task is: Regression/Classification. Given a drug SMILES string, predict its absorption, distribution, metabolism, or excretion properties. Task type varies by dataset: regression for continuous measurements (e.g., permeability, clearance, half-life) or binary classification for categorical outcomes (e.g., BBB penetration, CYP inhibition). For this dataset (lipophilicity_astrazeneca), we predict Y. (1) The compound is CC(C)C(NC(=O)Cn1c(-c2ccccc2)ccc(NC(=O)NCc2cccnc2)c1=O)C(=O)C(F)(F)F. The Y is 2.84 logD. (2) The compound is COc1ccc(-c2coc3cc(O)cc(O)c3c2=O)cc1OC. The Y is 2.80 logD. (3) The drug is COc1cc2ncnc(Nc3cccc(Cl)c3F)c2cc1OC1CCN(CC(N)=O)CC1. The Y is 3.10 logD. (4) The drug is O=C(Nc1ccc(N2CCOCC2)nc1)c1nnc(Nc2cccc(OCc3cccnc3)c2)o1. The Y is 3.30 logD. (5) The molecule is N#CCNC(=O)[C@@H]1CCCC[C@H]1C(=O)N1CC=CCC1. The Y is 0.900 logD. (6) The drug is COc1cc2nc(N3CCN(C(=O)c4ccco4)CC3)nc(N)c2cc1OC. The Y is 1.90 logD. (7) The compound is N#CCNC(=O)[C@@H]1CCCC[C@H]1C(=O)N1CCc2ccccc2C1. The Y is 1.91 logD. (8) The compound is O=S1(=O)CC(O)C(N2CCC(c3ccccc3)CC2)C1. The Y is 1.40 logD. (9) The compound is CC(=O)c1ncccc1NC(=O)[C@H]1CC[C@H](N2C(=O)[C@H]3[C@H]4CC[C@H](C4)[C@H]3C2=O)CC1. The Y is 3.01 logD.